From a dataset of Reaction yield outcomes from USPTO patents with 853,638 reactions. Predict the reaction yield, written as a fraction of the theoretical maximum amount of product (1.0 means a 100% yield; for example, 0.34 means a 34% yield). (1) The reactants are [Cl:1][C:2]1[N:11]=[C:10](Cl)[C:9]2[C:4](=[CH:5][CH:6]=[C:7]([Cl:13])[CH:8]=2)[N:3]=1.O.[NH2:15][NH2:16]. The catalyst is C(O)C. The product is [Cl:1][C:2]1[N:11]=[C:10]([NH:15][NH2:16])[C:9]2[C:4](=[CH:5][CH:6]=[C:7]([Cl:13])[CH:8]=2)[N:3]=1. The yield is 0.960. (2) The product is [CH2:1]([C:5]1[O:6][C:7]2[CH:22]=[CH:21][CH:20]=[CH:19][C:8]=2[C:9]=1[C:10]([C:11]1[CH:16]=[CH:15][C:14]([S:24]([C:27]2[CH:35]=[CH:34][C:30]([C:31]([OH:33])=[O:32])=[C:29]([OH:36])[CH:28]=2)(=[O:26])=[O:25])=[CH:13][CH:12]=1)=[O:18])[CH2:2][CH2:3][CH3:4]. No catalyst specified. The reactants are [CH2:1]([C:5]1[O:6][C:7]2[CH:22]=[CH:21][CH:20]=[CH:19][C:8]=2[C:9]=1[C:10](=[O:18])[C:11]1[CH:16]=[CH:15][C:14](O)=[CH:13][CH:12]=1)[CH2:2][CH2:3][CH3:4].Cl[S:24]([C:27]1[CH:35]=[CH:34][C:30]([C:31]([OH:33])=[O:32])=[C:29]([OH:36])[CH:28]=1)(=[O:26])=[O:25]. The yield is 0.110. (3) The yield is 0.690. The catalyst is O1CCCC1.[Cl-].[NH4+]. The reactants are Br[C:2]1[O:11][CH2:10][C:9]2[CH:8]([N:12]([CH3:14])[CH3:13])[CH2:7][C:6]3=[CH:15][N:16]([Si:18]([CH:25]([CH3:27])[CH3:26])([CH:22]([CH3:24])[CH3:23])[CH:19]([CH3:21])[CH3:20])[CH:17]=[C:4]([C:5]=23)[CH:3]=1.[Li]CCCC.[CH3:33][S:34]SC. The product is [CH3:14][N:12]([CH3:13])[CH:8]1[C:9]2[CH2:10][O:11][C:2]([S:34][CH3:33])=[CH:3][C:4]3=[CH:17][N:16]([Si:18]([CH:22]([CH3:24])[CH3:23])([CH:25]([CH3:27])[CH3:26])[CH:19]([CH3:20])[CH3:21])[CH:15]=[C:6]([C:5]=23)[CH2:7]1.